Dataset: Forward reaction prediction with 1.9M reactions from USPTO patents (1976-2016). Task: Predict the product of the given reaction. (1) Given the reactants [CH2:1]([C:5]1[C:6]([C:29]2[CH:34]=[CH:33][C:32]([O:35][CH3:36])=[CH:31][CH:30]=2)=[C:7]([O:15][C:16]2[CH:21]=[CH:20][C:19](/[CH:22]=[CH:23]/[C:24]([O:26]CC)=[O:25])=[CH:18][CH:17]=2)[C:8]2[C:13]([CH:14]=1)=[CH:12][CH:11]=[CH:10][CH:9]=2)[CH2:2][CH2:3][CH3:4].[OH-].[Na+], predict the reaction product. The product is: [CH2:1]([C:5]1[C:6]([C:29]2[CH:34]=[CH:33][C:32]([O:35][CH3:36])=[CH:31][CH:30]=2)=[C:7]([O:15][C:16]2[CH:21]=[CH:20][C:19](/[CH:22]=[CH:23]/[C:24]([OH:26])=[O:25])=[CH:18][CH:17]=2)[C:8]2[C:13]([CH:14]=1)=[CH:12][CH:11]=[CH:10][CH:9]=2)[CH2:2][CH2:3][CH3:4]. (2) Given the reactants [Cl:1][C:2]1[CH:3]=[CH:4][C:5]([F:32])=[C:6]([NH:8][C:9]2[CH:14]=[C:13]([NH:15][CH:16]3[CH2:18][CH2:17]3)[N:12]3[N:19]=[CH:20][C:21](/[CH:22]=[C:23]4/[C:24](=[O:31])[N:25]([CH2:29][OH:30])[C:26](=[O:28])[NH:27]/4)=[C:11]3[N:10]=2)[CH:7]=1.[C:33]1(=[O:40])[O:39][C:37](=[O:38])[CH2:36][CH2:35][CH2:34]1.Cl, predict the reaction product. The product is: [Cl:1][C:2]1[CH:3]=[CH:4][C:5]([F:32])=[C:6]([NH:8][C:9]2[CH:14]=[C:13]([NH:15][CH:16]3[CH2:17][CH2:18]3)[N:12]3[N:19]=[CH:20][C:21](/[CH:22]=[C:23]4\[NH:27][C:26](=[O:28])[N:25]([CH2:29][O:30][C:33](=[O:40])[CH2:34][CH2:35][CH2:36][C:37]([OH:39])=[O:38])[C:24]\4=[O:31])=[C:11]3[N:10]=2)[CH:7]=1. (3) Given the reactants [F:1][C:2]1[CH:7]=[C:6]([S:8][C:9]([F:12])([F:11])[F:10])[CH:5]=[CH:4][C:3]=1[N:13]([CH3:18])[C:14]([NH:16][CH3:17])=[O:15].[F:19][C:20]1[CH:28]=[CH:27][CH:26]=[C:25]([F:29])[C:21]=1[C:22](Cl)=[O:23].O.C(OCC)(=O)C, predict the reaction product. The product is: [F:19][C:20]1[CH:28]=[CH:27][CH:26]=[C:25]([F:29])[C:21]=1[C:22]([N:16]([CH3:17])[C:14]([N:13]([C:3]1[CH:4]=[CH:5][C:6]([S:8][C:9]([F:11])([F:10])[F:12])=[CH:7][C:2]=1[F:1])[CH3:18])=[O:15])=[O:23]. (4) Given the reactants Br[C:2]1[N:7]2[CH:8]=[C:9]([CH2:11][N:12]([CH3:23])[CH:13]3[C:22]4[N:21]=[CH:20][CH:19]=[CH:18][C:17]=4[CH2:16][CH2:15][CH2:14]3)[N:10]=[C:6]2[CH:5]=[CH:4][CH:3]=1.[N:24]1[CH:29]=[CH:28][C:27](B(O)O)=[CH:26][CH:25]=1, predict the reaction product. The product is: [CH3:23][N:12]([CH2:11][C:9]1[N:10]=[C:6]2[CH:5]=[CH:4][CH:3]=[C:2]([C:27]3[CH:28]=[CH:29][N:24]=[CH:25][CH:26]=3)[N:7]2[CH:8]=1)[CH:13]1[C:22]2[N:21]=[CH:20][CH:19]=[CH:18][C:17]=2[CH2:16][CH2:15][CH2:14]1.